The task is: Predict the reaction yield, written as a fraction of the theoretical maximum amount of product (1.0 means a 100% yield; for example, 0.34 means a 34% yield).. This data is from Reaction yield outcomes from USPTO patents with 853,638 reactions. (1) The reactants are [CH3:1][C:2]1([CH3:15])[CH2:6][CH2:5][C:4](=O)[N:3]1[C:8]([O:10][C:11]([CH3:14])([CH3:13])[CH3:12])=[O:9].CC(C[AlH]CC(C)C)C.[CH2:25]([C@@H:32]1[CH2:36][O:35][C:34](=[O:37])[N:33]1[C:38](=[O:47])[CH2:39][C:40]1[CH:45]=[CH:44][C:43]([Cl:46])=[CH:42][CH:41]=1)[C:26]1[CH:31]=[CH:30][CH:29]=[CH:28][CH:27]=1.C(N(C(C)C)CC)(C)C.OC1N(C(OC(C)(C)C)=O)C(C)(C)CC1. The catalyst is CCOCC.C1(C)C=CC=CC=1.ClCCl.[Ti](Cl)(Cl)(Cl)Cl. The product is [CH2:25]([C@@H:32]1[CH2:36][O:35][C:34](=[O:37])[N:33]1[C:38](=[O:47])[C@H:39]([C@H:4]1[N:3]([C:8]([O:10][C:11]([CH3:14])([CH3:13])[CH3:12])=[O:9])[C:2]([CH3:15])([CH3:1])[CH2:6][CH2:5]1)[C:40]1[CH:41]=[CH:42][C:43]([Cl:46])=[CH:44][CH:45]=1)[C:26]1[CH:31]=[CH:30][CH:29]=[CH:28][CH:27]=1. The yield is 0.610. (2) The reactants are C(OC([NH:8][C:9]1[C:17]([O:18][CH3:19])=[N:16][CH:15]=[CH:14][C:10]=1[C:11]([OH:13])=[O:12])=O)(C)(C)C. The catalyst is FC(F)(F)C(O)=O. The product is [NH2:8][C:9]1[C:17]([O:18][CH3:19])=[N:16][CH:15]=[CH:14][C:10]=1[C:11]([OH:13])=[O:12]. The yield is 0.568. (3) The reactants are [Br:1][C:2]1[CH:7]=[CH:6][C:5]([NH:8][C:9](=[O:22])[CH2:10][O:11][C:12]2[CH:21]=[CH:20][CH:19]=[CH:18][C:13]=2[C:14]([O:16]C)=[O:15])=[CH:4][CH:3]=1.[OH-].[K+]. The catalyst is O1CCCC1.CO.O. The product is [Br:1][C:2]1[CH:3]=[CH:4][C:5]([NH:8][C:9](=[O:22])[CH2:10][O:11][C:12]2[CH:21]=[CH:20][CH:19]=[CH:18][C:13]=2[C:14]([OH:16])=[O:15])=[CH:6][CH:7]=1. The yield is 0.940. (4) The reactants are C(OC([N:11]1[CH2:15][CH2:14][CH:13]([C@@H:16]2[CH2:18][C@@H:17]2[NH:19][C:20]([O:22][C:23]([CH3:26])([CH3:25])[CH3:24])=[O:21])[CH2:12]1)=O)C1C=CC=CC=1.[H][H]. The catalyst is [Pd].C(O)C. The product is [C:23]([O:22][C:20]([NH:19][C@H:17]1[CH2:18][C@H:16]1[CH:13]1[CH2:14][CH2:15][NH:11][CH2:12]1)=[O:21])([CH3:26])([CH3:24])[CH3:25]. The yield is 0.997. (5) The reactants are [C:1]1([C:7]2[CH:8]=[C:9]3[C:13](=[CH:14][CH:15]=2)[NH:12][C:11](=[O:16])[CH2:10]3)[CH:6]=[CH:5][CH:4]=[CH:3][CH:2]=1.[CH2:17]([N:19]([CH2:34][CH3:35])[CH2:20][CH2:21][NH:22][C:23]([C:25]1[C:29]([CH3:30])=[C:28]([CH:31]=O)[NH:27][C:26]=1[CH3:33])=[O:24])[CH3:18]. The yield is 0.460. The product is [CH2:34]([N:19]([CH2:17][CH3:18])[CH2:20][CH2:21][NH:22][C:23]([C:25]1[C:29]([CH3:30])=[C:28]([CH:31]=[C:10]2[C:9]3[C:13](=[CH:14][CH:15]=[C:7]([C:1]4[CH:2]=[CH:3][CH:4]=[CH:5][CH:6]=4)[CH:8]=3)[NH:12][C:11]2=[O:16])[NH:27][C:26]=1[CH3:33])=[O:24])[CH3:35]. No catalyst specified. (6) The catalyst is C(Cl)Cl. The yield is 0.650. The product is [Cl:1][C:2]1[CH:3]=[C:4]([CH:12]([CH2:16][C@H:17]2[CH2:21][CH2:20][CH2:19][O:18]2)[C:13]([NH:28][C:29]2[CH:33]=[CH:32][N:31]([CH2:34][C:35]([OH:37])([CH3:36])[CH3:38])[N:30]=2)=[O:15])[CH:5]=[CH:6][C:7]=1[S:8]([CH3:11])(=[O:9])=[O:10]. The reactants are [Cl:1][C:2]1[CH:3]=[C:4]([CH:12]([CH2:16][C@H:17]2[CH2:21][CH2:20][CH2:19][O:18]2)[C:13]([OH:15])=O)[CH:5]=[CH:6][C:7]=1[S:8]([CH3:11])(=[O:10])=[O:9].C(Cl)(=O)C(Cl)=O.[NH2:28][C:29]1[CH:33]=[CH:32][N:31]([CH2:34][C:35]([CH3:38])([OH:37])[CH3:36])[N:30]=1.N1C(C)=CC=CC=1C.